Dataset: Catalyst prediction with 721,799 reactions and 888 catalyst types from USPTO. Task: Predict which catalyst facilitates the given reaction. (1) Reactant: [F:1][C:2]1[CH:7]=[CH:6][C:5]([C@@H:8]([NH:10][C:11]2[N:16]=[C:15]([N:17]3[CH2:20][C:19](=O)[CH2:18]3)[CH:14]=[C:13]([NH:22][C:23]3[CH:28]=[N:27][CH:26]=[CH:25][N:24]=3)[N:12]=2)[CH3:9])=[CH:4][CH:3]=1.[CH3:29][NH:30][CH3:31].O1CCCC1.C(O)(=O)C.C(O[BH-](OC(=O)C)OC(=O)C)(=O)C.[Na+]. Product: [CH3:29][N:30]([CH3:31])[CH:19]1[CH2:20][N:17]([C:15]2[N:16]=[C:11]([NH:10][C@H:8]([C:5]3[CH:6]=[CH:7][C:2]([F:1])=[CH:3][CH:4]=3)[CH3:9])[N:12]=[C:13]([NH:22][C:23]3[CH:28]=[N:27][CH:26]=[CH:25][N:24]=3)[CH:14]=2)[CH2:18]1. The catalyst class is: 756. (2) Reactant: [Cl:1][C:2]1[CH:7]=[CH:6][C:5](/[CH:8]=[CH:9]/[C:10]([OH:12])=O)=[C:4]([CH2:13][N:14]2[N:18]=[N:17][C:16]([CH3:19])=[N:15]2)[CH:3]=1.[CH3:20][C:21]1[CH:22]=[N:23][N:24]([CH:26]2[CH2:31][CH2:30][NH:29][CH2:28][CH2:27]2)[CH:25]=1.CCN(C(C)C)C(C)C.C(P1(=O)OP(CCC)(=O)OP(CCC)(=O)O1)CC. Product: [Cl:1][C:2]1[CH:7]=[CH:6][C:5](/[CH:8]=[CH:9]/[C:10]([N:29]2[CH2:28][CH2:27][CH:26]([N:24]3[CH:25]=[C:21]([CH3:20])[CH:22]=[N:23]3)[CH2:31][CH2:30]2)=[O:12])=[C:4]([CH2:13][N:14]2[N:18]=[N:17][C:16]([CH3:19])=[N:15]2)[CH:3]=1. The catalyst class is: 3. (3) Reactant: [Cl:1][C:2]1[CH:23]=[C:22]([C:24]([F:27])([F:26])[F:25])[CH:21]=[CH:20][C:3]=1[CH2:4][N:5]1[C:9](/[CH:10]=[CH:11]/[C:12](O)=[O:13])=[CH:8][C:7]([O:15][CH2:16][CH:17]2[CH2:19][CH2:18]2)=[N:6]1.[CH3:28][CH:29]([CH3:36])[CH2:30][CH2:31][S:32]([NH2:35])(=[O:34])=[O:33].N12CCCN=C1CCCCC2.Cl. Product: [Cl:1][C:2]1[CH:23]=[C:22]([C:24]([F:27])([F:25])[F:26])[CH:21]=[CH:20][C:3]=1[CH2:4][N:5]1[C:9](/[CH:10]=[CH:11]/[C:12]([NH:35][S:32]([CH2:31][CH2:30][CH:29]([CH3:36])[CH3:28])(=[O:34])=[O:33])=[O:13])=[CH:8][C:7]([O:15][CH2:16][CH:17]2[CH2:19][CH2:18]2)=[N:6]1. The catalyst class is: 35. (4) Reactant: [Cl:1][C:2]1[CH:3]=[C:4]([NH:8][C:9]2[N:14]=[C:13]([C:15]([F:18])([F:17])[F:16])[C:12]([NH2:19])=[CH:11][N:10]=2)[CH:5]=[CH:6][CH:7]=1.N1C=CC=CC=1.[O:26]1[CH2:31][CH2:30][CH:29]([CH2:32][C:33](Cl)=[O:34])[CH2:28][CH2:27]1.C(OCC)(=O)C. Product: [Cl:1][C:2]1[CH:3]=[C:4]([NH:8][C:9]2[N:14]=[C:13]([C:15]([F:17])([F:18])[F:16])[C:12]([NH:19][C:33](=[O:34])[CH2:32][CH:29]3[CH2:30][CH2:31][O:26][CH2:27][CH2:28]3)=[CH:11][N:10]=2)[CH:5]=[CH:6][CH:7]=1. The catalyst class is: 4. (5) Reactant: Br[CH:2]([CH:16]([CH3:18])[CH3:17])[CH2:3][N-:4][C:5]1[CH:10]=[C:9]([C:11]([CH3:14])([CH3:13])[CH3:12])[CH:8]=[CH:7][C:6]=1[OH:15].C(=O)([O-])[O-:20].[K+].[K+].O. Product: [C:11]([C:9]1[CH:8]=[CH:7][C:6]2[O:15][CH:2]([CH:16]([CH3:18])[CH3:17])[C:3](=[O:20])[NH:4][C:5]=2[CH:10]=1)([CH3:14])([CH3:13])[CH3:12]. The catalyst class is: 9.